The task is: Regression. Given a peptide amino acid sequence and an MHC pseudo amino acid sequence, predict their binding affinity value. This is MHC class I binding data.. This data is from Peptide-MHC class I binding affinity with 185,985 pairs from IEDB/IMGT. (1) The binding affinity (normalized) is 0. The peptide sequence is TPKPAVRFAI. The MHC is HLA-B35:01 with pseudo-sequence HLA-B35:01. (2) The peptide sequence is ATVKGMQSY. The binding affinity (normalized) is 0.213. The MHC is HLA-B40:01 with pseudo-sequence HLA-B40:01.